Dataset: Forward reaction prediction with 1.9M reactions from USPTO patents (1976-2016). Task: Predict the product of the given reaction. (1) Given the reactants [NH2:1][C:2](=[S:11])[C:3]([CH3:10])([CH3:9])[C:4]([O:6][CH2:7][CH3:8])=[O:5].Cl[CH2:13][C:14](=O)[CH3:15], predict the reaction product. The product is: [CH3:9][C:3]([C:2]1[S:11][CH:13]=[C:14]([CH3:15])[N:1]=1)([CH3:10])[C:4]([O:6][CH2:7][CH3:8])=[O:5]. (2) Given the reactants [CH2:1]([N:8]1[C:17]2[C:12](=[CH:13][CH:14]=[C:15]([CH2:18][NH:19][CH2:20][C:21]3[CH:38]=[CH:37][C:24]4[N:25]([CH2:35][CH3:36])[C:26](=[O:34])[C:27]([CH3:33])([CH3:32])[C:28](=[O:31])[N:29]([CH3:30])[C:23]=4[CH:22]=3)[CH:16]=2)[CH2:11][CH2:10][C:9]1=[O:39])[C:2]1[CH:7]=[CH:6][CH:5]=[CH:4][CH:3]=1.[H-].[Na+].[CH3:42]I.O, predict the reaction product. The product is: [CH2:1]([N:8]1[C:17]2[C:12](=[CH:13][CH:14]=[C:15]([CH2:18][N:19]([CH2:20][C:21]3[CH:38]=[CH:37][C:24]4[N:25]([CH2:35][CH3:36])[C:26](=[O:34])[C:27]([CH3:33])([CH3:32])[C:28](=[O:31])[N:29]([CH3:30])[C:23]=4[CH:22]=3)[CH3:42])[CH:16]=2)[CH2:11][CH2:10][C:9]1=[O:39])[C:2]1[CH:7]=[CH:6][CH:5]=[CH:4][CH:3]=1. (3) Given the reactants [CH:1]1([C:4]([OH:6])=O)[CH2:3][CH2:2]1.CCN=C=NCCCN(C)C.Cl.Cl.[CH3:20][NH:21][NH:22][C:23]([O:25][CH2:26][C:27]1[CH:32]=[CH:31][CH:30]=[CH:29][CH:28]=1)=[O:24].O, predict the reaction product. The product is: [CH:1]1([C:4]([N:21]([CH3:20])[NH:22][C:23]([O:25][CH2:26][C:27]2[CH:32]=[CH:31][CH:30]=[CH:29][CH:28]=2)=[O:24])=[O:6])[CH2:3][CH2:2]1. (4) Given the reactants [Br:1][C:2]1[CH:3]=[C:4]([C:9]([O:11][CH3:12])=[O:10])[C:5](=[O:8])[NH:6][CH:7]=1.Br[CH2:14][C:15]1[CH:20]=[CH:19][C:18]([Cl:21])=[CH:17][CH:16]=1, predict the reaction product. The product is: [Cl:21][C:18]1[CH:19]=[CH:20][C:15]([CH2:14][N:6]2[CH:7]=[C:2]([Br:1])[CH:3]=[C:4]([C:9]([O:11][CH3:12])=[O:10])[C:5]2=[O:8])=[CH:16][CH:17]=1. (5) Given the reactants C([N:8]1[CH2:13][CH2:12][CH:11]([N:14]2[C:23](=[O:24])[C:22]3[C:17](=[C:18]([F:25])[CH:19]=[CH:20][CH:21]=3)[NH:16][C:15]2=[O:26])[CH2:10][CH2:9]1)C1C=CC=CC=1, predict the reaction product. The product is: [F:25][C:18]1[CH:19]=[CH:20][CH:21]=[C:22]2[C:17]=1[NH:16][C:15](=[O:26])[N:14]([CH:11]1[CH2:10][CH2:9][NH:8][CH2:13][CH2:12]1)[C:23]2=[O:24]. (6) The product is: [F:8][C:9]1[CH:10]=[CH:11][C:12]([O:13][CH2:14][C@H:15]2[CH2:24][N:19]3[CH2:20][CH2:21][N:22]([C:2]4[CH:7]=[CH:6][CH:5]=[CH:4][N:3]=4)[CH2:23][C@@H:18]3[CH2:17][CH2:16]2)=[CH:25][CH:26]=1. Given the reactants Br[C:2]1[CH:7]=[CH:6][CH:5]=[CH:4][N:3]=1.[F:8][C:9]1[CH:26]=[CH:25][C:12]([O:13][CH2:14][C@H:15]2[CH2:24][N:19]3[CH2:20][CH2:21][NH:22][CH2:23][C@@H:18]3[CH2:17][CH2:16]2)=[CH:11][CH:10]=1.Cl, predict the reaction product. (7) Given the reactants C([O:3][C:4](=[O:36])[C:5]([O:8][C:9]1[CH:14]=[CH:13][C:12]([O:15][CH2:16][CH2:17][CH:18]([O:20][C:21]2[CH:26]=[CH:25][C:24]([Br:27])=[CH:23][C:22]=2[C:28](=[O:35])[C:29]2[CH:34]=[CH:33][CH:32]=[CH:31][CH:30]=2)[CH3:19])=[CH:11][CH:10]=1)([CH3:7])[CH3:6])C.[OH-].[Na+].Cl, predict the reaction product. The product is: [C:28]([C:22]1[CH:23]=[C:24]([Br:27])[CH:25]=[CH:26][C:21]=1[O:20][CH:18]([CH3:19])[CH2:17][CH2:16][O:15][C:12]1[CH:13]=[CH:14][C:9]([O:8][C:5]([CH3:6])([CH3:7])[C:4]([OH:36])=[O:3])=[CH:10][CH:11]=1)(=[O:35])[C:29]1[CH:30]=[CH:31][CH:32]=[CH:33][CH:34]=1. (8) Given the reactants [C:1]([N:8]1[CH2:13][CH2:12][CH:11]([C:14]([NH:16][C:17]2[CH:22]=[CH:21][C:20]([S:23]([CH3:26])(=[O:25])=[O:24])=[CH:19][C:18]=2I)=[O:15])[CH2:10][CH2:9]1)([O:3][C:4]([CH3:7])([CH3:6])[CH3:5])=[O:2].[C:28]([O-])([O-])=[O:29].[K+].[K+], predict the reaction product. The product is: [C:1]([N:8]1[CH2:13][CH2:12][CH:11]([C:14]2[O:15][C:28](=[O:29])[C:18]3[CH:19]=[C:20]([S:23]([CH3:26])(=[O:25])=[O:24])[CH:21]=[CH:22][C:17]=3[N:16]=2)[CH2:10][CH2:9]1)([O:3][C:4]([CH3:7])([CH3:6])[CH3:5])=[O:2]. (9) Given the reactants [OH-].[Na+].[F:3][C:4]1[CH:9]=[CH:8][C:7]([C:10]2[NH:14][C:13](/[CH:15]=[CH:16]/[C:17]3[CH:22]=[CH:21][C:20]([N:23]4[CH:27]=[C:26]([CH3:28])[N:25]=[CH:24]4)=[C:19]([O:29][CH3:30])[CH:18]=3)=[N:12][C:11]=2[C:31]([O:33]C)=[O:32])=[CH:6][CH:5]=1.Cl, predict the reaction product. The product is: [F:3][C:4]1[CH:5]=[CH:6][C:7]([C:10]2[NH:14][C:13](/[CH:15]=[CH:16]/[C:17]3[CH:22]=[CH:21][C:20]([N:23]4[CH:27]=[C:26]([CH3:28])[N:25]=[CH:24]4)=[C:19]([O:29][CH3:30])[CH:18]=3)=[N:12][C:11]=2[C:31]([OH:33])=[O:32])=[CH:8][CH:9]=1. (10) The product is: [CH2:1]([N:8]1[CH2:13][CH2:12][N:11]([CH2:14][C:15]2[CH:16]=[CH:17][CH:18]=[CH:19][CH:20]=2)[CH2:10][C:9]1([CH3:27])[C:21]([O:23][CH2:24][CH3:25])=[O:22])[C:2]1[CH:3]=[CH:4][CH:5]=[CH:6][CH:7]=1. Given the reactants [CH2:1]([N:8]1[CH2:13][CH2:12][N:11]([CH2:14][C:15]2[CH:20]=[CH:19][CH:18]=[CH:17][CH:16]=2)[CH2:10][CH:9]1[C:21]([O:23][CH2:24][CH3:25])=[O:22])[C:2]1[CH:7]=[CH:6][CH:5]=[CH:4][CH:3]=1.[Li+].[CH3:27]C([N-]C(C)C)C.CI, predict the reaction product.